This data is from Full USPTO retrosynthesis dataset with 1.9M reactions from patents (1976-2016). The task is: Predict the reactants needed to synthesize the given product. (1) Given the product [OH:12][C:5]([C:8]([F:11])([F:10])[F:9])([CH2:6][CH3:7])[C:4]([NH:15][NH2:16])=[O:3], predict the reactants needed to synthesize it. The reactants are: C([O:3][C:4](=O)[C:5]([OH:12])([C:8]([F:11])([F:10])[F:9])[CH2:6][CH3:7])C.O.[NH2:15][NH2:16]. (2) The reactants are: [C:1]([Si:5]([CH3:19])([CH3:18])[O:6][CH:7]([C:11]1([CH2:15][CH2:16][CH3:17])[CH2:14][CH2:13][CH2:12]1)[CH2:8][C:9]#[CH:10])([CH3:4])([CH3:3])[CH3:2].[I:20]N1C(=O)CCC1=O. Given the product [C:1]([Si:5]([O:6][CH:7]([C:11]1([CH2:15][CH2:16][CH3:17])[CH2:14][CH2:13][CH2:12]1)[CH2:8][CH:9]=[CH:10][I:20])([CH3:19])[CH3:18])([CH3:3])([CH3:4])[CH3:2], predict the reactants needed to synthesize it. (3) Given the product [CH2:15]([O:22][C:23]1[CH:32]=[C:31]2[C:26]([C:27]([NH:36][CH2:37][CH:38]3[CH2:42][O:41][C:40]([CH3:44])([CH3:43])[O:39]3)=[C:28]([NH2:33])[CH:29]=[N:30]2)=[CH:25][CH:24]=1)[C:16]1[CH:17]=[CH:18][CH:19]=[CH:20][CH:21]=1, predict the reactants needed to synthesize it. The reactants are: S(S([O-])=O)([O-])=O.[Na+].[Na+].C(=O)([O-])[O-].[K+].[K+].[CH2:15]([O:22][C:23]1[CH:32]=[C:31]2[C:26]([C:27]([NH:36][CH2:37][CH:38]3[CH2:42][O:41][C:40]([CH3:44])([CH3:43])[O:39]3)=[C:28]([N+:33]([O-])=O)[CH:29]=[N:30]2)=[CH:25][CH:24]=1)[C:16]1[CH:21]=[CH:20][CH:19]=[CH:18][CH:17]=1. (4) Given the product [C:1]([O:5][C:6]([N:8]1[CH2:13][CH2:12][CH:11]([N:14]([C:23](=[O:24])[CH3:22])[C:15]2[CH:20]=[CH:19][C:18]([F:21])=[CH:17][CH:16]=2)[CH2:10][CH2:9]1)=[O:7])([CH3:4])([CH3:2])[CH3:3], predict the reactants needed to synthesize it. The reactants are: [C:1]([O:5][C:6]([N:8]1[CH2:13][CH2:12][CH:11]([NH:14][C:15]2[CH:20]=[CH:19][C:18]([F:21])=[CH:17][CH:16]=2)[CH2:10][CH2:9]1)=[O:7])([CH3:4])([CH3:3])[CH3:2].[CH3:22][C:23](OC(C)=O)=[O:24].